Dataset: NCI-60 drug combinations with 297,098 pairs across 59 cell lines. Task: Regression. Given two drug SMILES strings and cell line genomic features, predict the synergy score measuring deviation from expected non-interaction effect. Drug 1: CC12CCC3C(C1CCC2O)C(CC4=C3C=CC(=C4)O)CCCCCCCCCS(=O)CCCC(C(F)(F)F)(F)F. Drug 2: CN(CCCl)CCCl.Cl. Cell line: ACHN. Synergy scores: CSS=25.2, Synergy_ZIP=-0.0767, Synergy_Bliss=2.00, Synergy_Loewe=-22.3, Synergy_HSA=2.37.